Dataset: Drug-target binding data from BindingDB using IC50 measurements. Task: Regression. Given a target protein amino acid sequence and a drug SMILES string, predict the binding affinity score between them. We predict pIC50 (pIC50 = -log10(IC50 in M); higher means more potent). Dataset: bindingdb_ic50. (1) The compound is CN(C)c1ccc(/C=C/c2c(F)cccc2F)cc1. The target protein sequence is AKHLFTSESVSEGHPDKIADQISDAVLDAILEQDPKARVACETYVKTGMVLVGGEITTSAWVDIEEITRNTVREIGYVHSDMGFDANSCAVLSAIGKQSPDINQGVDRADPLEQGAGDQGLMFGYATNETDVLMPAPITYAHRLVQRQAEVRKNGTLPWLRPDAKSQVTFQYDDGKIVGIDAVVLSTQHSEEIDQKSLQEAVMEEIIKPILPAEWLTSATKFFINPTGRFVIGGPMGDCGLTGRKIIVDTYGGMARHGGGAFSGKDPSKVDRSAAYAARYVAKNIVAAGLADRCEIQVSYAIGVAEPTSIMVETFGTEKVPSEQLTLLVREFFDLRPYGLIQMLDLLHPIYKETAAYGHFGREHFPWEKTDKAQLLRDAAGLK. The pIC50 is 5.3. (2) The drug is O=C1CSC(c2ccccc2)N1Cc1ccccc1. The target is PDASQDDGPAVERPSTEL. The pIC50 is 4.0. (3) The target protein sequence is MALTVKEEEFSNTLIKNASAFDRLKLGNLKNLKIQKKLQFLYLILFVLITGVFFFFLIGNFYSHRKLYQVIKNTKHTTIGFKIDRPHDKVLSSVLKNKLSTYVKESFKFFKSGYAQKGYLGSENDSIELDDVANLMFYGEGQIGTNKQPFMFIFDTGSANLWVPSVNCDSIGCSTKHLYDASASKSYEKDGTKVEISYGSGTVRGYFSKDVISLGDLSLPYKFIEVTDADDLEPIYSGSEFDGILGLGWKDLSIGSIDPVVVELKKQNKIDNALFTFYLPVHDKHVGYLTIGGIESDFYEGPLTYEKLNHDLYWQIDLDIHFGKYVMQKANAVVDSGTSTITAPTSFLNKFFRDMNVIKVPFLPLYVTTCDNDDLPTLEFHSRNNKYTLEPEFYMDPLSDIDPALCMLYILPVDIDDNTFILGDPFMRKYFTVFDYEKESVGFAVAKN. The pIC50 is 7.7. The drug is COc1ccc(C2(c3ccc(OC)cc3)NC(=N)N(C3CCOCC3)C2=O)cc1.